This data is from Full USPTO retrosynthesis dataset with 1.9M reactions from patents (1976-2016). The task is: Predict the reactants needed to synthesize the given product. (1) The reactants are: [CH:1]1[C:10]2[C:5](=[CH:6][CH:7]=[CH:8][CH:9]=2)[CH:4]=[CH:3][C:2]=1[CH2:11][CH2:12][C@H:13]1[CH2:18][NH:17][CH2:16][CH2:15][NH:14]1.[CH3:19][C:20]1[S:29][C:28]2[NH:27][C:26]3[CH:30]=[CH:31][CH:32]=[CH:33][C:25]=3[N:24]=[C:23](N)[C:22]=2[CH:21]=1.CN1CCCC1=O. Given the product [CH3:19][C:20]1[S:29][C:28]2[NH:27][C:26]3[CH:30]=[CH:31][CH:32]=[CH:33][C:25]=3[N:24]=[C:23]([N:17]3[CH2:16][CH2:15][NH:14][C@@H:13]([CH2:12][CH2:11][C:2]4[CH:3]=[CH:4][C:5]5[C:10](=[CH:9][CH:8]=[CH:7][CH:6]=5)[CH:1]=4)[CH2:18]3)[C:22]=2[CH:21]=1, predict the reactants needed to synthesize it. (2) Given the product [CH2:27]([O:28][C:29]([NH:1][C@H:2]1[C@H:6]([OH:7])[CH2:5][N:4]([C:8]([O:10][C:11]([CH3:14])([CH3:13])[CH3:12])=[O:9])[CH2:3]1)=[O:30])[C:24]1[CH:25]=[CH:26][CH:21]=[CH:22][CH:23]=1, predict the reactants needed to synthesize it. The reactants are: [NH2:1][C@H:2]1[C@H:6]([OH:7])[CH2:5][N:4]([C:8]([O:10][C:11]([CH3:14])([CH3:13])[CH3:12])=[O:9])[CH2:3]1.C([O-])([O-])=O.[Na+].[Na+].[CH:21]1[CH:26]=[CH:25][C:24]([CH2:27][O:28][C:29](Cl)=[O:30])=[CH:23][CH:22]=1.C(OCC)(=O)C. (3) Given the product [ClH:1].[NH2:8][CH:9]1[CH2:13][CH2:12][N:11]([CH2:14][C:15]2[CH:20]=[CH:19][C:18]([CH3:21])=[CH:17][CH:16]=2)[C:10]1=[O:22], predict the reactants needed to synthesize it. The reactants are: [ClH:1].C(OC(=O)[NH:8][CH:9]1[CH2:13][CH2:12][N:11]([CH2:14][C:15]2[CH:20]=[CH:19][C:18]([CH3:21])=[CH:17][CH:16]=2)[C:10]1=[O:22])(C)(C)C. (4) The reactants are: [CH2:1]1[CH2:11][CH2:10][N:9]2[C:4](=[N:5][CH2:6][CH2:7][CH2:8]2)[CH2:3][CH2:2]1.[ClH:12]. Given the product [ClH:12].[CH2:1]1[CH2:11][CH2:10][N:9]2[C:4](=[N:5][CH2:6][CH2:7][CH2:8]2)[CH2:3][CH2:2]1, predict the reactants needed to synthesize it. (5) Given the product [CH3:11][CH:10]([CH3:12])[C:9](=[O:13])[CH:3]([NH:2][C:19](=[O:20])[C:18]1[CH:22]=[CH:23][C:15]([CH3:14])=[CH:16][CH:17]=1)[C:4]([O:6][CH2:7][CH3:8])=[O:5], predict the reactants needed to synthesize it. The reactants are: Cl.[NH2:2][CH:3]([C:9](=[O:13])[CH:10]([CH3:12])[CH3:11])[C:4]([O:6][CH2:7][CH3:8])=[O:5].[CH3:14][C:15]1[CH:23]=[CH:22][C:18]([C:19](Cl)=[O:20])=[CH:17][CH:16]=1.C(N(CC)CC)C. (6) Given the product [Cl:1][CH2:2][C:3]([NH:6][C:7]1[CH:8]=[CH:9][C:10]([Cl:17])=[C:11]([C:13]([F:16])([F:14])[F:15])[CH:12]=1)=[O:4], predict the reactants needed to synthesize it. The reactants are: [Cl:1][CH2:2][C:3](Cl)=[O:4].[NH2:6][C:7]1[CH:8]=[CH:9][C:10]([Cl:17])=[C:11]([C:13]([F:16])([F:15])[F:14])[CH:12]=1.C(N(CC)CC)C. (7) Given the product [Cl:1][C:2]1[CH:3]=[CH:4][C:5]([O:25][CH:26]([F:28])[F:27])=[C:6]([C:8]2[C:13]([O:14][CH3:15])=[CH:12][N:11]([CH:16]([CH2:20][CH:21]([CH3:23])[CH3:22])[C:17]([NH:29][C:30]3[CH:42]=[CH:41][C:33]([C:34]([O:36][C:37]([CH3:38])([CH3:39])[CH3:40])=[O:35])=[CH:32][CH:31]=3)=[O:19])[C:10](=[O:24])[CH:9]=2)[CH:7]=1, predict the reactants needed to synthesize it. The reactants are: [Cl:1][C:2]1[CH:3]=[CH:4][C:5]([O:25][CH:26]([F:28])[F:27])=[C:6]([C:8]2[C:13]([O:14][CH3:15])=[CH:12][N:11]([CH:16]([CH2:20][CH:21]([CH3:23])[CH3:22])[C:17]([OH:19])=O)[C:10](=[O:24])[CH:9]=2)[CH:7]=1.[NH2:29][C:30]1[CH:42]=[CH:41][C:33]([C:34]([O:36][C:37]([CH3:40])([CH3:39])[CH3:38])=[O:35])=[CH:32][CH:31]=1. (8) Given the product [Cl:1][C:2]1[CH:3]=[C:4]([N:8]2[N:12]=[N:11][C:10]([CH:13]3[CH2:18][CH2:17][CH2:16][CH2:15][NH:14]3)=[N:9]2)[CH:5]=[CH:6][CH:7]=1, predict the reactants needed to synthesize it. The reactants are: [Cl:1][C:2]1[CH:3]=[C:4]([N:8]2[N:12]=[N:11][C:10]([CH:13]3[CH2:18][CH2:17][CH2:16][CH2:15][N:14]3C(OC(C)(C)C)=O)=[N:9]2)[CH:5]=[CH:6][CH:7]=1.FC(F)(F)C(O)=O.C(=O)([O-])[O-].[Na+].[Na+]. (9) Given the product [NH2:1][C:2]1[C:7]([C:8]([C:10]2[CH:15]=[C:14]([CH3:16])[CH:13]=[CH:12][C:11]=2[O:17][CH3:18])=[O:9])=[CH:6][N:5]=[C:4]([NH:40][CH:37]2[CH2:38][CH2:39][N:34]([S:31]([CH3:30])(=[O:33])=[O:32])[CH2:35][CH2:36]2)[N:3]=1, predict the reactants needed to synthesize it. The reactants are: [NH2:1][C:2]1[C:7]([C:8]([C:10]2[CH:15]=[C:14]([CH3:16])[CH:13]=[CH:12][C:11]=2[O:17][CH3:18])=[O:9])=[CH:6][N:5]=[C:4](S(CC)=O)[N:3]=1.FC(F)(F)C(O)=O.[CH3:30][S:31]([N:34]1[CH2:39][CH2:38][CH:37]([NH2:40])[CH2:36][CH2:35]1)(=[O:33])=[O:32]. (10) Given the product [NH2:1][C:2]1[N:7]=[CH:6][C:5]([C:8]2[N:9]=[C:10]([N:27]3[CH2:32][CH2:31][O:30][CH2:29][CH2:28]3)[C:11]3[S:16][C:15]([C:17]4[CH:18]=[C:19]([C:20]([N:40]5[CH2:41][CH2:42][N:37]([CH2:36][CH2:35][N:34]([CH3:43])[CH3:33])[CH2:38][CH2:39]5)=[O:21])[CH:23]=[CH:24][CH:25]=4)=[C:14]([CH3:26])[C:12]=3[N:13]=2)=[CH:4][N:3]=1, predict the reactants needed to synthesize it. The reactants are: [NH2:1][C:2]1[N:7]=[CH:6][C:5]([C:8]2[N:9]=[C:10]([N:27]3[CH2:32][CH2:31][O:30][CH2:29][CH2:28]3)[C:11]3[S:16][C:15]([C:17]4[CH:18]=[C:19]([CH:23]=[CH:24][CH:25]=4)[C:20](O)=[O:21])=[C:14]([CH3:26])[C:12]=3[N:13]=2)=[CH:4][N:3]=1.[CH3:33][N:34]([CH3:43])[CH2:35][CH2:36][N:37]1[CH2:42][CH2:41][NH:40][CH2:39][CH2:38]1.